Dataset: Reaction yield outcomes from USPTO patents with 853,638 reactions. Task: Predict the reaction yield, written as a fraction of the theoretical maximum amount of product (1.0 means a 100% yield; for example, 0.34 means a 34% yield). (1) The reactants are Cl[C:2]1[N:7]=[C:6]([C:8]2[S:12][C:11]([C:13]([CH3:16])([CH3:15])[CH3:14])=[N:10][C:9]=2[C:17]2[C:18]([F:35])=[C:19]([NH:23][S:24]([C:27]3[C:32]([F:33])=[CH:31][CH:30]=[CH:29][C:28]=3[F:34])(=[O:26])=[O:25])[CH:20]=[CH:21][CH:22]=2)[CH:5]=[CH:4][N:3]=1.[CH3:36][S:37][CH2:38][CH2:39][CH2:40][NH2:41]. No catalyst specified. The product is [CH3:14][C:13]([C:11]1[S:12][C:8]([C:6]2[CH:5]=[CH:4][N:3]=[C:2]([NH:41][CH2:40][CH2:39][CH2:38][S:37][CH3:36])[N:7]=2)=[C:9]([C:17]2[C:18]([F:35])=[C:19]([NH:23][S:24]([C:27]3[C:32]([F:33])=[CH:31][CH:30]=[CH:29][C:28]=3[F:34])(=[O:26])=[O:25])[CH:20]=[CH:21][CH:22]=2)[N:10]=1)([CH3:16])[CH3:15]. The yield is 0.900. (2) The reactants are [NH2:1][C:2]1[C:10]2[C:5](=[CH:6][CH:7]=[C:8]([C:11]([C:13]3[CH:18]=[C:17]([F:19])[CH:16]=[C:15]([F:20])[CH:14]=3)=[O:12])[CH:9]=2)[NH:4][N:3]=1.[F:21][C:22]([F:33])([F:32])[C:23](O[C:23](=[O:24])[C:22]([F:33])([F:32])[F:21])=[O:24]. The catalyst is O1CCCC1. The product is [F:20][C:15]1[CH:14]=[C:13]([CH:18]=[C:17]([F:19])[CH:16]=1)[C:11]([C:8]1[CH:9]=[C:10]2[C:5](=[CH:6][CH:7]=1)[NH:4][N:3]=[C:2]2[NH:1][C:23](=[O:24])[C:22]([F:33])([F:32])[F:21])=[O:12]. The yield is 0.880. (3) The reactants are [CH3:1][O:2][C:3](=[O:23])[CH2:4][CH2:5][CH2:6][C:7](=O)[N:8]([C:10]1[CH:15]=[CH:14][C:13]([N+:16]([O-])=O)=[CH:12][C:11]=1[N+:19]([O-])=O)[CH3:9].[ClH:24]. The catalyst is [Pd].CO. The product is [ClH:24].[CH3:1][O:2][C:3](=[O:23])[CH2:4][CH2:5][CH2:6][C:7]1[N:8]([CH3:9])[C:10]2[CH:15]=[CH:14][C:13]([NH2:16])=[CH:12][C:11]=2[N:19]=1. The yield is 0.990. (4) The reactants are [CH2:1]([N:8]([C:16]1[C:21]([CH3:22])=[CH:20][C:19]([O:23]C)=[C:18]([CH2:25][C:26]2[CH:31]=[CH:30][C:29]([CH:32]([CH3:34])[CH3:33])=[CH:28][CH:27]=2)[C:17]=1[CH3:35])[C:9](=[O:15])[CH2:10][C:11]([CH3:14])([CH3:13])[CH3:12])[C:2]1[CH:7]=[CH:6][CH:5]=[CH:4][CH:3]=1. The catalyst is C(OCC)(=O)C.CCCCCC. The product is [CH2:1]([N:8]([C:16]1[C:21]([CH3:22])=[CH:20][C:19]([OH:23])=[C:18]([CH2:25][C:26]2[CH:31]=[CH:30][C:29]([CH:32]([CH3:33])[CH3:34])=[CH:28][CH:27]=2)[C:17]=1[CH3:35])[C:9](=[O:15])[CH2:10][C:11]([CH3:12])([CH3:13])[CH3:14])[C:2]1[CH:3]=[CH:4][CH:5]=[CH:6][CH:7]=1. The yield is 0.830. (5) The yield is 0.460. The catalyst is [Cu]I.CN1C(=O)CCC1. The reactants are [C:1]([O:5][C:6](=[O:36])[NH:7][C:8]1([C:12]2[CH:17]=[CH:16][C:15]([C:18]3[C:19](=[O:35])[C:20]4[C:21]([O:27][C:28]=3[C:29]3[CH:34]=[CH:33][CH:32]=[CH:31][CH:30]=3)=[C:22](Cl)[N:23]=[CH:24][CH:25]=4)=[CH:14][CH:13]=2)[CH2:11][CH2:10][CH2:9]1)([CH3:4])([CH3:3])[CH3:2].[NH:37]1[CH:41]=[N:40][CH:39]=[N:38]1.C(=O)([O-])[O-].[Cs+].[Cs+]. The product is [C:1]([O:5][C:6](=[O:36])[NH:7][C:8]1([C:12]2[CH:17]=[CH:16][C:15]([C:18]3[C:19](=[O:35])[C:20]4[C:21]([O:27][C:28]=3[C:29]3[CH:34]=[CH:33][CH:32]=[CH:31][CH:30]=3)=[C:22]([N:40]3[CH:39]=[N:38][N:37]=[CH:41]3)[N:23]=[CH:24][CH:25]=4)=[CH:14][CH:13]=2)[CH2:11][CH2:10][CH2:9]1)([CH3:4])([CH3:3])[CH3:2].